From a dataset of Forward reaction prediction with 1.9M reactions from USPTO patents (1976-2016). Predict the product of the given reaction. (1) Given the reactants [Cl:1][C:2]1[N:7]=[C:6]([Cl:8])[CH:5]=[C:4](Cl)[N:3]=1.[CH:10]([N:13](CC)[CH:14](C)C)(C)C.CNC, predict the reaction product. The product is: [Cl:1][C:2]1[N:3]=[C:4]([N:13]([CH3:14])[CH3:10])[CH:5]=[C:6]([Cl:8])[N:7]=1. (2) Given the reactants [Cl:1][C:2]1[CH:7]=[CH:6][C:5]([OH:8])=[C:4]([CH:9]2[CH2:14][CH2:13][CH2:12][CH2:11][CH2:10]2)[CH:3]=1.[H-].[Na+].[CH2:17](Br)[CH:18]=[CH2:19], predict the reaction product. The product is: [CH2:19]([O:8][C:5]1[CH:6]=[CH:7][C:2]([Cl:1])=[CH:3][C:4]=1[CH:9]1[CH2:14][CH2:13][CH2:12][CH2:11][CH2:10]1)[CH:18]=[CH2:17]. (3) Given the reactants [NH2:1][C:2]1[N:7]=[CH:6][N:5]=[C:4]([NH:8][C@H:9]([C:11]2[N:16]([C:17]3[CH:22]=[CH:21][CH:20]=[CH:19][CH:18]=3)[C:15](=[O:23])[C:14]3=[C:24]([CH3:27])[CH:25]=[CH:26][N:13]3[N:12]=2)[CH3:10])[C:3]=1Br.[CH2:29]([O:31][C:32]1[C:37]([NH:38][S:39]([C:42]2[CH:47]=[CH:46][C:45]([OH:48])=[CH:44][CH:43]=2)(=[O:41])=[O:40])=[CH:36][C:35](B2OC(C)(C)C(C)(C)O2)=[CH:34][N:33]=1)[CH3:30].C(=O)([O-])[O-].[Na+].[Na+], predict the reaction product. The product is: [NH2:1][C:2]1[C:3]([C:35]2[CH:36]=[C:37]([NH:38][S:39]([C:42]3[CH:43]=[CH:44][C:45]([OH:48])=[CH:46][CH:47]=3)(=[O:41])=[O:40])[C:32]([O:31][CH2:29][CH3:30])=[N:33][CH:34]=2)=[C:4]([NH:8][C@H:9]([C:11]2[N:16]([C:17]3[CH:22]=[CH:21][CH:20]=[CH:19][CH:18]=3)[C:15](=[O:23])[C:14]3=[C:24]([CH3:27])[CH:25]=[CH:26][N:13]3[N:12]=2)[CH3:10])[N:5]=[CH:6][N:7]=1. (4) Given the reactants O=C1CCC(=O)N1[O:8][C:9]([CH:11]1[CH2:13][N:12]1[C:14]([C:27]1[CH:32]=[CH:31][CH:30]=[CH:29][CH:28]=1)([C:21]1[CH:26]=[CH:25][CH:24]=[CH:23][CH:22]=1)[C:15]1[CH:20]=[CH:19][CH:18]=[CH:17][CH:16]=1)=O.[CH2:33]([NH2:40])[C:34]1[CH:39]=[CH:38][CH:37]=[CH:36][CH:35]=1, predict the reaction product. The product is: [CH2:33]([NH:40][C:9]([CH:11]1[CH2:13][N:12]1[C:14]([C:21]1[CH:26]=[CH:25][CH:24]=[CH:23][CH:22]=1)([C:15]1[CH:16]=[CH:17][CH:18]=[CH:19][CH:20]=1)[C:27]1[CH:28]=[CH:29][CH:30]=[CH:31][CH:32]=1)=[O:8])[C:34]1[CH:39]=[CH:38][CH:37]=[CH:36][CH:35]=1. (5) The product is: [F:10][C:11]1[CH:31]=[C:30]([F:32])[CH:29]=[CH:28][C:12]=1[CH2:13][CH:14]1[CH2:19][CH:18]([C:20]([OH:22])=[O:21])[CH2:17][CH2:16][N:15]1[C:24]([O:26][CH3:27])=[O:25]. Given the reactants [Br-].[Li+].C(N(CC)CC)C.[F:10][C:11]1[CH:31]=[C:30]([F:32])[CH:29]=[CH:28][C:12]=1[CH2:13][CH:14]1[CH2:19][CH:18]([C:20]([O:22]C)=[O:21])[CH2:17][CH2:16][N:15]1[C:24]([O:26][CH3:27])=[O:25].CC(OC)(C)C, predict the reaction product. (6) Given the reactants Cl[C:2]1[N:7]=[C:6]([C:8]2[CH:13]=[CH:12][C:11]([Cl:14])=[C:10]([Cl:15])[CH:9]=2)[CH:5]=[C:4]([CH3:16])[N:3]=1.[Br:17][C:18]1[N:19]=[CH:20][NH:21][CH:22]=1, predict the reaction product. The product is: [Br:17][C:18]1[N:19]=[CH:20][N:21]([C:2]2[N:7]=[C:6]([C:8]3[CH:13]=[CH:12][C:11]([Cl:14])=[C:10]([Cl:15])[CH:9]=3)[CH:5]=[C:4]([CH3:16])[N:3]=2)[CH:22]=1. (7) Given the reactants [CH3:1][C:2]([CH3:7])([CH2:5][NH2:6])[CH2:3][NH2:4].CS(O)(=O)=O.[CH3:13][O-:14].[Na+].[C:16](O[C:16]([O:18][C:19]([CH3:22])([CH3:21])[CH3:20])=[O:17])([O:18][C:19]([CH3:22])([CH3:21])[CH3:20])=[O:17].[CH3:31]O, predict the reaction product. The product is: [C:16]([N:4]1[CH2:3][C:2]([CH3:7])([CH3:1])[CH:5]=[N:6][C:13](=[O:14])[CH2:31]1)([O:18][C:19]([CH3:22])([CH3:21])[CH3:20])=[O:17]. (8) Given the reactants [C:1]([OH:22])(=[O:21])[CH2:2][CH2:3][CH2:4]/[CH:5]=[CH:6]\[CH2:7]/[CH:8]=[CH:9]\[CH2:10]/[CH:11]=[CH:12]\[CH2:13]/[CH:14]=[CH:15]\[CH2:16][CH2:17][CH2:18][CH2:19][CH3:20].[CH3:23][CH2:24]/C=C\C/C=C\C/C=C\C/C=C\C/C=C\CCCC(O)=O, predict the reaction product. The product is: [CH2:23]([O:21][C:1](=[O:22])[CH2:2][CH2:3][CH2:4]/[CH:5]=[CH:6]\[CH2:7]/[CH:8]=[CH:9]\[CH2:10]/[CH:11]=[CH:12]\[CH2:13]/[CH:14]=[CH:15]\[CH2:16][CH2:17][CH2:18][CH2:19][CH3:20])[CH3:24]. (9) Given the reactants [Cl:1][C:2]1[CH:3]=[C:4]2[C:9](=[CH:10][C:11]=1[F:12])[NH:8][C:7](=[O:13])[C:6](/[CH:14]=[N:15]/[S@@:16]([C:18]([CH3:21])([CH3:20])[CH3:19])=[O:17])=[CH:5]2.[CH2:22](Cl)Cl.C[Mg]Br, predict the reaction product. The product is: [Cl:1][C:2]1[CH:3]=[C:4]2[C:9](=[CH:10][C:11]=1[F:12])[NH:8][C:7](=[O:13])[C:6]([C@H:14]([NH:15][S@@:16]([C:18]([CH3:21])([CH3:20])[CH3:19])=[O:17])[CH3:22])=[CH:5]2. (10) Given the reactants [C:1]([O:5]C)(=[O:4])[CH2:2][SH:3].C[O-].[Na+].Cl[C:11]1[N:15]([CH:16]2[CH2:21][CH2:20][CH2:19][CH2:18][CH2:17]2)[C:14]([C:22]2[CH:27]=[CH:26][CH:25]=[CH:24][CH:23]=2)=[N:13][C:12]=1[CH:28]=O.[OH-].[Na+], predict the reaction product. The product is: [CH:16]1([N:15]2[C:11]3[S:3][C:2]([C:1]([OH:5])=[O:4])=[CH:28][C:12]=3[N:13]=[C:14]2[C:22]2[CH:23]=[CH:24][CH:25]=[CH:26][CH:27]=2)[CH2:17][CH2:18][CH2:19][CH2:20][CH2:21]1.